From a dataset of NCI-60 drug combinations with 297,098 pairs across 59 cell lines. Regression. Given two drug SMILES strings and cell line genomic features, predict the synergy score measuring deviation from expected non-interaction effect. (1) Drug 1: C1=NC2=C(N=C(N=C2N1C3C(C(C(O3)CO)O)F)Cl)N. Drug 2: CC1CCC2CC(C(=CC=CC=CC(CC(C(=O)C(C(C(=CC(C(=O)CC(OC(=O)C3CCCCN3C(=O)C(=O)C1(O2)O)C(C)CC4CCC(C(C4)OC)O)C)C)O)OC)C)C)C)OC. Synergy scores: CSS=4.64, Synergy_ZIP=-2.42, Synergy_Bliss=-2.03, Synergy_Loewe=-3.54, Synergy_HSA=-1.38. Cell line: KM12. (2) Drug 1: C1=CC(=CC=C1CCCC(=O)O)N(CCCl)CCCl. Drug 2: CN(C(=O)NC(C=O)C(C(C(CO)O)O)O)N=O. Cell line: SW-620. Synergy scores: CSS=29.0, Synergy_ZIP=-9.53, Synergy_Bliss=-4.69, Synergy_Loewe=-7.40, Synergy_HSA=-1.49. (3) Drug 1: CC1=C2C(C(=O)C3(C(CC4C(C3C(C(C2(C)C)(CC1OC(=O)C(C(C5=CC=CC=C5)NC(=O)OC(C)(C)C)O)O)OC(=O)C6=CC=CC=C6)(CO4)OC(=O)C)OC)C)OC. Drug 2: COC1=NC(=NC2=C1N=CN2C3C(C(C(O3)CO)O)O)N. Cell line: A549. Synergy scores: CSS=26.5, Synergy_ZIP=2.75, Synergy_Bliss=-3.85, Synergy_Loewe=-32.6, Synergy_HSA=-5.04. (4) Drug 1: CC1=CC2C(CCC3(C2CCC3(C(=O)C)OC(=O)C)C)C4(C1=CC(=O)CC4)C. Cell line: SF-268. Drug 2: COC1=NC(=NC2=C1N=CN2C3C(C(C(O3)CO)O)O)N. Synergy scores: CSS=-6.16, Synergy_ZIP=8.01, Synergy_Bliss=10.5, Synergy_Loewe=3.29, Synergy_HSA=1.32. (5) Drug 1: C1CC(=O)NC(=O)C1N2CC3=C(C2=O)C=CC=C3N. Drug 2: C(CC(=O)O)C(=O)CN.Cl. Cell line: HOP-92. Synergy scores: CSS=8.26, Synergy_ZIP=-4.56, Synergy_Bliss=-4.59, Synergy_Loewe=-2.72, Synergy_HSA=-2.22. (6) Drug 1: C1=NC(=NC(=O)N1C2C(C(C(O2)CO)O)O)N. Drug 2: C(CC(=O)O)C(=O)CN.Cl. Cell line: NCI-H226. Synergy scores: CSS=30.5, Synergy_ZIP=-7.37, Synergy_Bliss=1.000, Synergy_Loewe=-23.1, Synergy_HSA=2.08.